Dataset: Full USPTO retrosynthesis dataset with 1.9M reactions from patents (1976-2016). Task: Predict the reactants needed to synthesize the given product. (1) Given the product [CH:30]1([NH:32][C:23]([C:18]2[N:17]=[N:16][N:15]([C:12]3[CH:11]=[CH:10][C:9]([C:7]([NH:6][CH2:1][CH2:2][CH2:3][CH2:4][CH3:5])=[O:8])=[CH:14][CH:13]=3)[C:19]=2[CH2:20][CH2:21][CH3:22])=[O:25])[CH2:31][CH2:29]1, predict the reactants needed to synthesize it. The reactants are: [CH2:1]([NH:6][C:7]([C:9]1[CH:14]=[CH:13][C:12]([N:15]2[C:19]([CH2:20][CH2:21][CH3:22])=[C:18]([C:23]([OH:25])=O)[N:17]=[N:16]2)=[CH:11][CH:10]=1)=[O:8])[CH2:2][CH2:3][CH2:4][CH3:5].C1C=C[C:29]2N(O)N=[N:32][C:30]=2[CH:31]=1.C1(N)CC1.CCN=C=NCCCN(C)C. (2) Given the product [CH2:8]([C:7]1[NH:11][C:12]2[C:13]([C:14](=[O:15])[C:6]=1[CH3:5])=[CH:20][C:21]([O:25][C:26]1[CH:31]=[CH:30][C:29]([O:32][C:33]([F:35])([F:34])[F:36])=[CH:28][CH:27]=1)=[C:22]([CH3:24])[CH:23]=2)[CH3:9], predict the reactants needed to synthesize it. The reactants are: [Cl-].[Al+3].[Cl-].[Cl-].[CH3:5][CH2:6][C:7](=O)[CH2:8][CH3:9].[NH2:11][C:12]1[CH:23]=[C:22]([CH3:24])[C:21]([O:25][C:26]2[CH:31]=[CH:30][C:29]([O:32][C:33]([F:36])([F:35])[F:34])=[CH:28][CH:27]=2)=[CH:20][C:13]=1[C:14](OC(C)C)=[O:15].Cl. (3) Given the product [N+:11]([C:8]1[CH:9]=[C:10]2[C:5]([CH2:4][CH2:3][CH2:2][NH:1]2)=[CH:6][CH:7]=1)([O-:13])=[O:12], predict the reactants needed to synthesize it. The reactants are: [NH:1]1[C:10]2[C:5](=[CH:6][CH:7]=[CH:8][CH:9]=2)[CH2:4][CH2:3][CH2:2]1.[N+:11]([O-])([OH:13])=[O:12]. (4) Given the product [C:35]([O:34][C@@H:28]([C:15]1[C:14]([CH3:39])=[N:13][C:12]2=[CH:40][C:9]3=[N:10][N:11]2[C:16]=1[N:17]1[CH2:18][CH2:19][C:20]([CH3:23])([O:24][CH2:25][CH2:26][CH2:27][CH2:1][C:4]2[CH:44]=[C:43]([CH3:42])[CH:45]=[CH:41][C:5]=2[CH2:6][O:7][CH2:8]3)[CH2:21][CH2:22]1)[C:29]([O:31][CH2:32][CH3:33])=[O:30])([CH3:36])([CH3:38])[CH3:37], predict the reactants needed to synthesize it. The reactants are: [CH2:1]([C:4]1[CH:44]=[C:43]([CH3:45])[CH:42]=[CH:41][C:5]=1[CH2:6][O:7][CH2:8][C:9]1[CH:40]=[C:12]2[N:13]=[C:14]([CH3:39])[C:15]([C@H:28]([O:34][C:35]([CH3:38])([CH3:37])[CH3:36])[C:29]([O:31][CH2:32][CH3:33])=[O:30])=[C:16]([N:17]3[CH2:22][CH2:21][C:20]([O:24][CH2:25][CH:26]=[CH2:27])([CH3:23])[CH2:19][CH2:18]3)[N:11]2[N:10]=1)C=C.[BH4-].[Na+].